The task is: Predict the reaction yield, written as a fraction of the theoretical maximum amount of product (1.0 means a 100% yield; for example, 0.34 means a 34% yield).. This data is from Reaction yield outcomes from USPTO patents with 853,638 reactions. (1) The reactants are [CH2:1]([O:3][C:4]([C:6]1[O:7][C:8]2[CH:14]=[CH:13][C:12]([N+:15]([O-])=O)=[CH:11][C:9]=2[CH:10]=1)=[O:5])[CH3:2].[H][H]. The catalyst is C(OCC)(=O)C.[Pd]. The product is [CH2:1]([O:3][C:4]([C:6]1[O:7][C:8]2[CH:14]=[CH:13][C:12]([NH2:15])=[CH:11][C:9]=2[CH:10]=1)=[O:5])[CH3:2]. The yield is 1.00. (2) The reactants are [CH:1]1([N:6]2[C:10]3[N:11]=[C:12]([NH:15][C:16]4[CH:24]=[CH:23][C:19]([C:20]([OH:22])=O)=[CH:18][N:17]=4)[N:13]=[CH:14][C:9]=3[CH:8]=[C:7]2[C:25](=[O:29])[N:26]([CH3:28])[CH3:27])[CH2:5][CH2:4][CH2:3][CH2:2]1.[CH3:30][N:31]1[CH:36]2[CH2:37][CH2:38][CH:32]1[CH2:33][NH:34][CH2:35]2. No catalyst specified. The product is [CH3:28][N:26]([CH3:27])[C:25]([C:7]1[N:6]([CH:1]2[CH2:5][CH2:4][CH2:3][CH2:2]2)[C:10]2[N:11]=[C:12]([NH:15][C:16]3[CH:24]=[CH:23][C:19]([C:20]([N:34]4[CH2:35][CH:36]5[N:31]([CH3:30])[CH:32]([CH2:38][CH2:37]5)[CH2:33]4)=[O:22])=[CH:18][N:17]=3)[N:13]=[CH:14][C:9]=2[CH:8]=1)=[O:29]. The yield is 0.600. (3) The reactants are [Br:1][C:2]1[C:3](=[O:9])[NH:4][C:5](=[O:8])[NH:6][N:7]=1.C1(P(C2C=CC=CC=2)C2C=CC=CC=2)C=CC=CC=1.[F:29][C:30]1([F:41])[O:34][C:33]2[CH:35]=[CH:36][C:37]([CH2:39]O)=[CH:38][C:32]=2[O:31]1.N(C(OC(C)(C)C)=O)=NC(OC(C)(C)C)=O. The catalyst is O.C(Cl)Cl. The product is [Br:1][C:2]1[C:3](=[O:9])[N:4]([CH2:39][C:37]2[CH:36]=[CH:35][C:33]3[O:34][C:30]([F:41])([F:29])[O:31][C:32]=3[CH:38]=2)[C:5](=[O:8])[NH:6][N:7]=1. The yield is 0.200. (4) The reactants are [I:1][C:2]1[C:6]([CH:7]=O)=[CH:5][N:4]([CH:9]2[CH2:14][CH2:13][CH2:12][CH2:11][O:10]2)[N:3]=1.[CH3:15][NH:16][CH2:17][CH2:18][NH:19][C:20](=[O:26])[O:21][C:22]([CH3:25])([CH3:24])[CH3:23].[BH-](OC(C)=O)(OC(C)=O)OC(C)=O.[Na+]. The catalyst is ClC(Cl)C. The product is [C:22]([O:21][C:20](=[O:26])[NH:19][CH2:18][CH2:17][N:16]([CH2:7][C:6]1[C:2]([I:1])=[N:3][N:4]([CH:9]2[CH2:14][CH2:13][CH2:12][CH2:11][O:10]2)[CH:5]=1)[CH3:15])([CH3:25])([CH3:24])[CH3:23]. The yield is 0.830. (5) The reactants are CC1(C)COB([C:8]2[CH:13]=[CH:12][C:11]([C:14]([CH3:18])([CH3:17])[CH2:15][OH:16])=[CH:10][CH:9]=2)OC1.Br[C:21]1[C:22]([F:33])=[C:23]2[C:27](=[CH:28][C:29]=1[F:30])[NH:26][CH:25]=[C:24]2[CH:31]=[O:32].C(=O)([O-])[O-].[K+].[K+]. The catalyst is C1(C)C=CC=CC=1.CCO.O.C1C=CC(P(C2C=CC=CC=2)[C-]2C=CC=C2)=CC=1.C1C=CC(P(C2C=CC=CC=2)[C-]2C=CC=C2)=CC=1.Cl[Pd]Cl.[Fe+2]. The product is [F:33][C:22]1[C:21]([C:8]2[CH:9]=[CH:10][C:11]([C:14]([CH3:17])([CH3:18])[CH2:15][OH:16])=[CH:12][CH:13]=2)=[C:29]([F:30])[CH:28]=[C:27]2[C:23]=1[C:24]([CH:31]=[O:32])=[CH:25][NH:26]2. The yield is 0.320. (6) The reactants are [F:1][C:2]1[CH:3]=[C:4]([CH:7]=[CH:8][C:9]=1[O:10][CH3:11])[CH2:5]Cl.[CH2:12]([O:14][P:15]([O:19]CC)[O:16][CH2:17][CH3:18])[CH3:13]. No catalyst specified. The product is [F:1][C:2]1[CH:3]=[C:4]([CH:7]=[CH:8][C:9]=1[O:10][CH3:11])[CH2:5][P:15](=[O:19])([O:16][CH2:17][CH3:18])[O:14][CH2:12][CH3:13]. The yield is 1.00.